From a dataset of Catalyst prediction with 721,799 reactions and 888 catalyst types from USPTO. Predict which catalyst facilitates the given reaction. (1) Reactant: [CH2:1]([O:8][C:9]1[CH:10]=[C:11]2[C:15](=[CH:16][CH:17]=1)[NH:14][CH:13]=[CH:12]2)[C:2]1[CH:7]=[CH:6][CH:5]=[CH:4][CH:3]=1.Br[C:19]1[CH:24]=[CH:23][C:22]([F:25])=[CH:21][CH:20]=1.[OH-].[K+].Cl. Product: [CH2:1]([O:8][C:9]1[CH:10]=[C:11]2[C:15](=[CH:16][CH:17]=1)[N:14]([C:19]1[CH:24]=[CH:23][C:22]([F:25])=[CH:21][CH:20]=1)[CH:13]=[CH:12]2)[C:2]1[CH:3]=[CH:4][CH:5]=[CH:6][CH:7]=1. The catalyst class is: 809. (2) Reactant: [Br:1][C:2]1[N:3]=[C:4](S(C)(=O)=O)[C:5]2[N:6]([C:8]([I:11])=[CH:9][N:10]=2)[CH:7]=1.[CH2:16]([NH2:20])[CH:17]([CH3:19])[CH3:18].O. Product: [Br:1][C:2]1[N:3]=[C:4]([NH:20][CH2:16][CH:17]([CH3:19])[CH3:18])[C:5]2[N:6]([C:8]([I:11])=[CH:9][N:10]=2)[CH:7]=1. The catalyst class is: 37. (3) Reactant: [OH-].[Na+].[Cl:3][C:4]1[CH:9]=[CH:8][C:7]([CH:10]([NH:17][C:18](=[O:38])[CH2:19][C:20]2[CH:37]=[CH:36][C:23]([O:24][CH2:25][C:26]3[C:27]([C:32]([O:34]C)=[O:33])=[N:28][O:29][C:30]=3[CH3:31])=[CH:22][CH:21]=2)[C:11]2[CH:16]=[CH:15][CH:14]=[CH:13][CH:12]=2)=[C:6]([CH3:39])[CH:5]=1.CC(O)=O. Product: [Cl:3][C:4]1[CH:9]=[CH:8][C:7]([CH:10]([NH:17][C:18](=[O:38])[CH2:19][C:20]2[CH:37]=[CH:36][C:23]([O:24][CH2:25][C:26]3[C:27]([C:32]([OH:34])=[O:33])=[N:28][O:29][C:30]=3[CH3:31])=[CH:22][CH:21]=2)[C:11]2[CH:12]=[CH:13][CH:14]=[CH:15][CH:16]=2)=[C:6]([CH3:39])[CH:5]=1. The catalyst class is: 20. (4) Reactant: C(O/[C:4](/[CH2:14][CH3:15])=[C:5](/[C:8]1[CH:13]=[CH:12][CH:11]=[CH:10][N:9]=1)\[C:6]#[N:7])C.O.[NH2:17][NH2:18]. Product: [CH2:14]([C:4]1[C:5]([C:8]2[CH:13]=[CH:12][CH:11]=[CH:10][N:9]=2)=[C:6]([NH2:7])[NH:18][N:17]=1)[CH3:15]. The catalyst class is: 8. (5) Product: [C:1]([O:5][C:6]([N:8]1[CH2:9][CH2:10][CH:11]([O:14][C:15]2[C:24]3[C:19](=[CH:20][CH:21]=[C:22](/[CH:25]=[C:35]4/[C:36](=[O:38])[N:37]=[C:33]([NH:32][CH:29]5[CH2:31][CH2:30]5)[S:34]/4)[CH:23]=3)[N:18]=[CH:17][C:16]=2[C:27]#[N:28])[CH2:12][CH2:13]1)=[O:7])([CH3:4])([CH3:2])[CH3:3]. Reactant: [C:1]([O:5][C:6]([N:8]1[CH2:13][CH2:12][CH:11]([O:14][C:15]2[C:24]3[C:19](=[CH:20][CH:21]=[C:22]([CH:25]=O)[CH:23]=3)[N:18]=[CH:17][C:16]=2[C:27]#[N:28])[CH2:10][CH2:9]1)=[O:7])([CH3:4])([CH3:3])[CH3:2].[CH:29]1([NH:32][C:33]2[S:34][CH2:35][C:36](=[O:38])[N:37]=2)[CH2:31][CH2:30]1.C([O-])(=O)C.[Na+]. The catalyst class is: 15.